This data is from Peptide-MHC class I binding affinity with 185,985 pairs from IEDB/IMGT. The task is: Regression. Given a peptide amino acid sequence and an MHC pseudo amino acid sequence, predict their binding affinity value. This is MHC class I binding data. (1) The peptide sequence is VLPFDIKKL. The MHC is HLA-A02:01 with pseudo-sequence HLA-A02:01. The binding affinity (normalized) is 0.421. (2) The peptide sequence is GFKQSSKALQR. The MHC is HLA-A03:02 with pseudo-sequence YFAMYQENVAQTDVDTLYIIYRDYTWAVQAYTWY. The binding affinity (normalized) is 0.381. (3) The peptide sequence is RDWAHNSL. The MHC is HLA-B18:01 with pseudo-sequence HLA-B18:01. The binding affinity (normalized) is 0. (4) The peptide sequence is ELQENITAH. The MHC is HLA-A02:12 with pseudo-sequence HLA-A02:12. The binding affinity (normalized) is 0.0847. (5) The peptide sequence is HSDAVEDFL. The MHC is HLA-A02:19 with pseudo-sequence HLA-A02:19. The binding affinity (normalized) is 0.0847. (6) The peptide sequence is KVGYFQHGA. The MHC is HLA-A02:03 with pseudo-sequence HLA-A02:03. The binding affinity (normalized) is 0.0847.